The task is: Predict the product of the given reaction.. This data is from Forward reaction prediction with 1.9M reactions from USPTO patents (1976-2016). Given the reactants [CH3:1][O:2][C:3]1[CH:4]=[CH:5][C:6]2[CH2:12][CH2:11][CH2:10][NH:9][C:8](=[O:13])[C:7]=2[CH:14]=1.[H-].[Na+].[CH3:17]N(C=O)C, predict the reaction product. The product is: [CH3:1][O:2][C:3]1[CH:4]=[CH:5][C:6]2[CH2:12][CH2:11][CH2:10][N:9]([CH3:17])[C:8](=[O:13])[C:7]=2[CH:14]=1.